Dataset: Catalyst prediction with 721,799 reactions and 888 catalyst types from USPTO. Task: Predict which catalyst facilitates the given reaction. (1) Reactant: [CH2:1]([CH:3]1[N:12]([S:13]([C:16]2[CH:21]=[CH:20][C:19]([OH:22])=[C:18]([CH3:23])[CH:17]=2)(=[O:15])=[O:14])[C:11]2[C:6](=[CH:7][CH:8]=[C:9]([F:24])[CH:10]=2)[N:5]2[CH:25]=[CH:26][CH:27]=[C:4]12)[CH3:2].[Br:28]N1C(=O)CCC1=O. Product: [Br:28][C:25]1[N:5]2[C:6]3[C:11]([N:12]([S:13]([C:16]4[CH:21]=[CH:20][C:19]([OH:22])=[C:18]([CH3:23])[CH:17]=4)(=[O:15])=[O:14])[CH:3]([CH2:1][CH3:2])[C:4]2=[CH:27][CH:26]=1)=[CH:10][C:9]([F:24])=[CH:8][CH:7]=3. The catalyst class is: 2. (2) Reactant: [F:1][C:2]1[CH:7]=[CH:6][C:5]([C@H:8]([CH2:12][CH:13]=[CH2:14])[CH2:9][NH:10][CH3:11])=[CH:4][CH:3]=1.[F:15][C:16]([F:31])([F:30])[C:17]1[CH:18]=[C:19]([CH:23]=[C:24]([C:26]([F:29])([F:28])[F:27])[CH:25]=1)[C:20]([OH:22])=O.CN(C(ON1N=NC2C=CC=CC1=2)=[N+](C)C)C.[B-](F)(F)(F)F.CCN(C(C)C)C(C)C. Product: [F:1][C:2]1[CH:3]=[CH:4][C:5]([C@H:8]([CH2:12][CH:13]=[CH2:14])[CH2:9][N:10]([CH3:11])[C:20](=[O:22])[C:19]2[CH:23]=[C:24]([C:26]([F:29])([F:28])[F:27])[CH:25]=[C:17]([C:16]([F:15])([F:31])[F:30])[CH:18]=2)=[CH:6][CH:7]=1. The catalyst class is: 634. (3) Reactant: [OH:1][C@@H:2]([CH2:6][C:7]1[CH:12]=[CH:11][C:10]([OH:13])=[CH:9][CH:8]=1)[C:3]([OH:5])=[O:4].[CH2:14](O)[CH3:15]. Product: [CH2:14]([O:4][C:3](=[O:5])[C@@H:2]([OH:1])[CH2:6][C:7]1[CH:8]=[CH:9][C:10]([OH:13])=[CH:11][CH:12]=1)[CH3:15]. The catalyst class is: 82. (4) Reactant: [C-:1]#[N:2].[Na+].S(=O)(=O)(O)O.Br[CH2:10][C:11]1[CH:27]=[C:26]([Cl:28])[C:14]([CH2:15][C:16]2[CH:17]=[C:18]([CH:23]([CH3:25])[CH3:24])[C:19](=[O:22])[NH:20][N:21]=2)=[C:13]([Cl:29])[CH:12]=1.C(=O)(O)[O-].[Na+]. Product: [Cl:29][C:13]1[CH:12]=[C:11]([CH2:10][C:1]#[N:2])[CH:27]=[C:26]([Cl:28])[C:14]=1[CH2:15][C:16]1[CH:17]=[C:18]([CH:23]([CH3:25])[CH3:24])[C:19](=[O:22])[NH:20][N:21]=1. The catalyst class is: 58. (5) Reactant: [OH:1][CH2:2][CH2:3][CH2:4][NH:5][C:6]1[CH:11]=[CH:10][CH:9]=[CH:8][N+:7]=1[O-].N(C(OCC)=O)=NC(OCC)=O.O[C:26]1[CH:47]=[CH:46][C:29]2[CH2:30][CH:31]([CH2:41][C:42]([O:44]C)=[O:43])[C:32](=[O:40])[N:33]([CH2:35][C:36]([F:39])([F:38])[F:37])[CH2:34][C:28]=2[CH:27]=1.C1(P(C2C=CC=CC=2)C2C=CC=CC=2)C=CC=CC=1. Product: [O:40]=[C:32]1[CH:31]([CH2:41][C:42]([OH:44])=[O:43])[CH2:30][C:29]2[CH:46]=[CH:47][C:26]([O:1][CH2:2][CH2:3][CH2:4][NH:5][C:6]3[CH:11]=[CH:10][CH:9]=[CH:8][N:7]=3)=[CH:27][C:28]=2[CH2:34][N:33]1[CH2:35][C:36]([F:38])([F:37])[F:39]. The catalyst class is: 3.